From a dataset of Reaction yield outcomes from USPTO patents with 853,638 reactions. Predict the reaction yield, written as a fraction of the theoretical maximum amount of product (1.0 means a 100% yield; for example, 0.34 means a 34% yield). The reactants are [N+:1]([C:4]1[C:13]2[C:8](=[CH:9][CH:10]=[CH:11][CH:12]=2)[CH:7]=[CH:6][C:5]=1[CH:14]=[O:15])([O-:3])=[O:2].[CH3:16][O:17][C:18]1[CH:23]=[CH:22][CH:21]=[CH:20][C:19]=1[Mg]Br.O1CCCC1.[Cl-].[NH4+]. The catalyst is O1CCCC1. The product is [CH3:16][O:17][C:18]1[CH:23]=[CH:22][CH:21]=[CH:20][C:19]=1[CH:14]([C:5]1[CH:6]=[CH:7][C:8]2[C:13](=[CH:12][CH:11]=[CH:10][CH:9]=2)[C:4]=1[N+:1]([O-:3])=[O:2])[OH:15]. The yield is 0.760.